Dataset: Catalyst prediction with 721,799 reactions and 888 catalyst types from USPTO. Task: Predict which catalyst facilitates the given reaction. (1) Reactant: [CH3:1][C:2]1([NH:9][C:10](=[O:16])[O:11][C:12]([CH3:15])([CH3:14])[CH3:13])[CH2:7][CH2:6][C:5](=O)[CH2:4][CH2:3]1.CO.C([O-])=O.[NH4+:22]. Product: [NH2:22][CH:5]1[CH2:6][CH2:7][C:2]([NH:9][C:10](=[O:16])[O:11][C:12]([CH3:15])([CH3:14])[CH3:13])([CH3:1])[CH2:3][CH2:4]1. The catalyst class is: 386. (2) Reactant: [Br:1][C:2]1[C:10]2[N:9]=[CH:8][NH:7][C:6]=2[CH:5]=[CH:4][CH:3]=1.[O:11]1[CH:16]=[CH:15][CH2:14][CH2:13][CH2:12]1.CC1C=CC(S(O)(=O)=O)=CC=1.O. Product: [Br:1][C:2]1[C:10]2[N:9]=[CH:8][N:7]([CH:12]3[CH2:13][CH2:14][CH2:15][CH2:16][O:11]3)[C:6]=2[CH:5]=[CH:4][CH:3]=1. The catalyst class is: 1.